From a dataset of CYP3A4 inhibition data for predicting drug metabolism from PubChem BioAssay. Regression/Classification. Given a drug SMILES string, predict its absorption, distribution, metabolism, or excretion properties. Task type varies by dataset: regression for continuous measurements (e.g., permeability, clearance, half-life) or binary classification for categorical outcomes (e.g., BBB penetration, CYP inhibition). Dataset: cyp3a4_veith. (1) The molecule is CCCNC1CCS(=O)(=O)C1.Cl. The result is 0 (non-inhibitor). (2) The molecule is O=C(c1ccccc1Nc1ccc(SC(F)F)cc1)N1CCCCC1. The result is 1 (inhibitor).